This data is from Forward reaction prediction with 1.9M reactions from USPTO patents (1976-2016). The task is: Predict the product of the given reaction. (1) Given the reactants [CH2:1]([O:3][C:4]([C:6]1([NH:11][C:12]([CH:14]2[CH2:18][CH:17]([O:19][C:20]3[C:29]4[C:24](=[C:25]([CH3:32])[C:26]([O:30][CH3:31])=[CH:27][CH:28]=4)[N:23]=[C:22]([C:33]4[CH:38]=[CH:37][CH:36]=[C:35]([F:39])[CH:34]=4)[N:21]=3)[CH2:16][CH:15]2[C:40](=[O:49])[N:41]([CH2:43][CH2:44][CH2:45][CH2:46][CH:47]=C)[CH3:42])=[O:13])[CH2:8][CH:7]1[CH:9]=C)=[O:5])[CH3:2].N#N, predict the reaction product. The product is: [CH2:1]([O:3][C:4]([C:6]12[CH2:8][CH:7]1[CH:9]=[CH:47][CH2:46][CH2:45][CH2:44][CH2:43][N:41]([CH3:42])[C:40](=[O:49])[CH:15]1[CH:14]([CH2:18][CH:17]([O:19][C:20]3[C:29]4[C:24](=[C:25]([CH3:32])[C:26]([O:30][CH3:31])=[CH:27][CH:28]=4)[N:23]=[C:22]([C:33]4[CH:38]=[CH:37][CH:36]=[C:35]([F:39])[CH:34]=4)[N:21]=3)[CH2:16]1)[C:12](=[O:13])[NH:11]2)=[O:5])[CH3:2]. (2) Given the reactants [F:1][C:2]1[CH:7]=[CH:6][C:5]([NH:8][C:9]2[C:10]3[C:17]([CH3:18])=[C:16]([C:19](O)=[O:20])[S:15][C:11]=3[N:12]=[CH:13][N:14]=2)=[C:4]([O:22][C@@H:23]2[CH2:28][CH2:27][CH2:26][O:25][CH2:24]2)[CH:3]=1.[N:29]1([CH2:34][CH2:35][CH2:36][NH2:37])[CH2:33][CH2:32][CH2:31][CH2:30]1, predict the reaction product. The product is: [N:29]1([CH2:34][CH2:35][CH2:36][NH:37][C:19]([C:16]2[S:15][C:11]3[N:12]=[CH:13][N:14]=[C:9]([NH:8][C:5]4[CH:6]=[CH:7][C:2]([F:1])=[CH:3][C:4]=4[O:22][C@@H:23]4[CH2:28][CH2:27][CH2:26][O:25][CH2:24]4)[C:10]=3[C:17]=2[CH3:18])=[O:20])[CH2:33][CH2:32][CH2:31][CH2:30]1. (3) Given the reactants [CH3:1][Mg]Cl.[C:4](=[S:6])=[S:5].Br[CH2:8][C:9]([O:11][CH2:12][CH3:13])=[O:10].O, predict the reaction product. The product is: [C:4]([S:6][CH2:8][C:9]([O:11][CH2:12][CH3:13])=[O:10])(=[S:5])[CH3:1]. (4) Given the reactants S(=O)(=O)(O)O.C1C([OH:12])=CC=C(O)C=1.[CH2:14]([O:18][C:19](=[O:23])[C:20]([CH3:22])=[CH2:21])[CH:15]1[O:17][CH2:16]1, predict the reaction product. The product is: [OH:12][CH2:16][CH:15]([CH2:14][OH:18])[OH:17].[C:19]([O-:23])(=[O:18])[C:20]([CH3:22])=[CH2:21]. (5) Given the reactants C(O[C:6](=[O:25])[NH:7][C:8]1[S:9][C:10]2[C:16]([C:17]3[CH:22]=[CH:21][CH:20]=[CH:19][CH:18]=3)=[CH:15][CH:14]=[C:13]([O:23][CH3:24])[C:11]=2[N:12]=1)(C)(C)C.[NH2:26][CH2:27][C:28]1[CH:33]=[CH:32][N:31]=[CH:30][CH:29]=1, predict the reaction product. The product is: [CH3:24][O:23][C:13]1[C:11]2[N:12]=[C:8]([NH:7][C:6]([NH:26][CH2:27][C:28]3[CH:33]=[CH:32][N:31]=[CH:30][CH:29]=3)=[O:25])[S:9][C:10]=2[C:16]([C:17]2[CH:22]=[CH:21][CH:20]=[CH:19][CH:18]=2)=[CH:15][CH:14]=1.